From a dataset of NCI-60 drug combinations with 297,098 pairs across 59 cell lines. Regression. Given two drug SMILES strings and cell line genomic features, predict the synergy score measuring deviation from expected non-interaction effect. (1) Drug 1: C1=CC(=CC=C1CCCC(=O)O)N(CCCl)CCCl. Drug 2: CNC(=O)C1=NC=CC(=C1)OC2=CC=C(C=C2)NC(=O)NC3=CC(=C(C=C3)Cl)C(F)(F)F. Cell line: EKVX. Synergy scores: CSS=2.79, Synergy_ZIP=-8.24, Synergy_Bliss=-10.3, Synergy_Loewe=-27.0, Synergy_HSA=-8.18. (2) Drug 1: CC(C)(C#N)C1=CC(=CC(=C1)CN2C=NC=N2)C(C)(C)C#N. Drug 2: CC1=C(C(=O)C2=C(C1=O)N3CC4C(C3(C2COC(=O)N)OC)N4)N. Cell line: LOX IMVI. Synergy scores: CSS=42.6, Synergy_ZIP=2.34, Synergy_Bliss=-0.787, Synergy_Loewe=-12.6, Synergy_HSA=-2.77.